Dataset: Full USPTO retrosynthesis dataset with 1.9M reactions from patents (1976-2016). Task: Predict the reactants needed to synthesize the given product. (1) Given the product [Cl:1][C:2]1[CH:3]=[C:4]([C:8]2([CH2:9][OH:10])[CH2:11][O:14][CH2:13]2)[CH:5]=[CH:6][CH:7]=1, predict the reactants needed to synthesize it. The reactants are: [Cl:1][C:2]1[CH:3]=[C:4]([C:8]([CH2:13][OH:14])([CH2:11]O)[CH2:9][OH:10])[CH:5]=[CH:6][CH:7]=1.C(=O)(OCC)OCC.[OH-].[K+]. (2) Given the product [CH3:27][O:28][N:29]=[CH:19][C:4]1[C:3]([S:21][C:22]([F:25])([F:24])[F:23])=[C:2]([NH2:1])[N:6]([C:7]2[C:12]([Cl:13])=[CH:11][C:10]([C:14]([F:15])([F:17])[F:16])=[CH:9][C:8]=2[Cl:18])[N:5]=1, predict the reactants needed to synthesize it. The reactants are: [NH2:1][C:2]1[N:6]([C:7]2[C:12]([Cl:13])=[CH:11][C:10]([C:14]([F:17])([F:16])[F:15])=[CH:9][C:8]=2[Cl:18])[N:5]=[C:4]([CH:19]=O)[C:3]=1[S:21][C:22]([F:25])([F:24])[F:23].Cl.[CH3:27][O:28][NH2:29]. (3) Given the product [Cl:26][C:23]1[CH:22]=[CH:21][C:20]([S:17]([NH:16][C@@H:8]([C:9]2[C:10]([I:27])=[C:11]([CH3:12])[O:14][N:13]=2)[CH2:1][C:2]2[CH:7]=[CH:6][CH:5]=[CH:4][CH:3]=2)(=[O:19])=[O:18])=[CH:25][CH:24]=1, predict the reactants needed to synthesize it. The reactants are: [CH2:1]([C@@H:8]([NH:16][S:17]([C:20]1[CH:25]=[CH:24][C:23]([Cl:26])=[CH:22][CH:21]=1)(=[O:19])=[O:18])[C:9](=[N:13][O:14]C)[C:10]#[C:11][CH3:12])[C:2]1[CH:7]=[CH:6][CH:5]=[CH:4][CH:3]=1.[I:27]I.S([O-])([O-])(=O)=S.[Na+].[Na+]. (4) Given the product [CH2:21]([N:19]1[CH:20]=[C:16]([C:14]2[NH:13][C:3]3[C:4](=[O:12])[N:5]([CH2:9][CH2:10][CH3:11])[C:6]([Cl:30])=[N:7][C:2]=3[N:1]=2)[CH:17]=[N:18]1)[C:22]1[CH:27]=[CH:26][CH:25]=[CH:24][CH:23]=1, predict the reactants needed to synthesize it. The reactants are: [NH2:1][C:2]1[NH:7][C:6](=O)[N:5]([CH2:9][CH2:10][CH3:11])[C:4](=[O:12])[C:3]=1[NH:13][C:14]([C:16]1[CH:17]=[N:18][N:19]([CH2:21][C:22]2[CH:27]=[CH:26][CH:25]=[CH:24][CH:23]=2)[CH:20]=1)=O.O=P(Cl)(Cl)[Cl:30]. (5) The reactants are: [CH2:1]([O:8][C:9]([NH:11][CH2:12][CH2:13][C:14](=O)[CH2:15][C:16]([O:18]CC)=O)=[O:10])[C:2]1[CH:7]=[CH:6][CH:5]=[CH:4][CH:3]=1.C(N1[CH2:34][CH2:33][CH:32]([C:35]2[N:36](C3CC3)[N:37]=[CH:38][C:39]=2[CH:40]=O)CC1)(OC(C)(C)C)=O. Given the product [CH2:1]([O:8][C:9](=[O:10])[NH:11][CH2:12][CH2:13][C:14]1[N:36]([C:35]2[CH:32]=[CH:33][CH:34]=[CH:40][CH:39]=2)[N:37]=[CH:38][C:15]=1[CH:16]=[O:18])[C:2]1[CH:3]=[CH:4][CH:5]=[CH:6][CH:7]=1, predict the reactants needed to synthesize it.